This data is from Full USPTO retrosynthesis dataset with 1.9M reactions from patents (1976-2016). The task is: Predict the reactants needed to synthesize the given product. The reactants are: [CH3:1][O:2][C:3]1[CH:4]=[C:5]2[C:10](=[CH:11][C:12]=1[O:13][CH3:14])[N:9]=[CH:8][CH:7]=[C:6]2[O:15][C:16]1[C:22]([CH3:23])=[CH:21][C:19]([NH2:20])=[C:18]([CH3:24])[CH:17]=1.C(N(CC)CC)C.[C:32](Cl)(Cl)=[S:33].[N:36]1([CH2:42][CH2:43][NH2:44])[CH2:41][CH2:40][CH2:39][CH2:38][CH2:37]1. Given the product [CH3:1][O:2][C:3]1[CH:4]=[C:5]2[C:10](=[CH:11][C:12]=1[O:13][CH3:14])[N:9]=[CH:8][CH:7]=[C:6]2[O:15][C:16]1[C:22]([CH3:23])=[CH:21][C:19]([NH:20][C:32]([NH:44][CH2:43][CH2:42][N:36]2[CH2:41][CH2:40][CH2:39][CH2:38][CH2:37]2)=[S:33])=[C:18]([CH3:24])[CH:17]=1, predict the reactants needed to synthesize it.